The task is: Predict the product of the given reaction.. This data is from Forward reaction prediction with 1.9M reactions from USPTO patents (1976-2016). (1) Given the reactants [CH2:1]([NH:8][C:9]([NH:11][N:12]([CH2:53][CH:54]=[CH2:55])[CH2:13][C:14]([NH:16][C@@H:17]([CH2:37][C:38]1[CH:43]=[CH:42][C:41]([O:44][CH2:45][C:46]2[CH:51]=[CH:50][CH:49]=[CH:48][CH:47]=2)=[CH:40][C:39]=1[F:52])[C:18]([N:20]([CH2:29][CH:30](OCC)OCC)[CH2:21][C:22]1[CH:27]=[CH:26][CH:25]=[C:24]([F:28])[N:23]=1)=[O:19])=[O:15])=[O:10])[C:2]1[CH:7]=[CH:6][CH:5]=[CH:4][CH:3]=1, predict the reaction product. The product is: [CH2:1]([NH:8][C:9]([N:11]1[C@H:30]2[CH2:29][N:20]([CH2:21][C:22]3[CH:27]=[CH:26][CH:25]=[C:24]([F:28])[N:23]=3)[C:18](=[O:19])[C@H:17]([CH2:37][C:38]3[CH:43]=[CH:42][C:41]([O:44][CH2:45][C:46]4[CH:51]=[CH:50][CH:49]=[CH:48][CH:47]=4)=[CH:40][C:39]=3[F:52])[N:16]2[C:14](=[O:15])[CH2:13][N:12]1[CH2:53][CH:54]=[CH2:55])=[O:10])[C:2]1[CH:3]=[CH:4][CH:5]=[CH:6][CH:7]=1. (2) Given the reactants [F:1][C:2]1[CH:9]=[CH:8][C:7]([CH2:10][O:11][CH:12]2[CH2:17][CH2:16][CH2:15][CH2:14][O:13]2)=[CH:6][C:3]=1[CH:4]=[O:5].[BH4-].[Na+], predict the reaction product. The product is: [F:1][C:2]1[CH:9]=[CH:8][C:7]([CH2:10][O:11][CH:12]2[CH2:17][CH2:16][CH2:15][CH2:14][O:13]2)=[CH:6][C:3]=1[CH2:4][OH:5]. (3) Given the reactants Cl.[NH2:2][CH:3]1[CH2:8][CH2:7][N:6]([C:9]2[CH:17]=[CH:16][C:12]([C:13]([NH2:15])=[O:14])=[CH:11][N:10]=2)[CH2:5][CH2:4]1.[CH3:18][CH2:19][N:20]([CH:24]([CH3:26])[CH3:25])[CH:21](C)[CH3:22].[C:27](N1C=CN=C1)([N:29]1C=CN=C1)=[O:28].C(N1CCNCC1)(C)C, predict the reaction product. The product is: [C:13]([C:12]1[CH:16]=[CH:17][C:9]([N:6]2[CH2:5][CH2:4][CH:3]([NH:2][C:27]([N:29]3[CH2:22][CH2:21][N:20]([CH:24]([CH3:26])[CH3:25])[CH2:19][CH2:18]3)=[O:28])[CH2:8][CH2:7]2)=[N:10][CH:11]=1)(=[O:14])[NH2:15]. (4) Given the reactants [SH:1][CH:2]([CH:4]1[CH2:9][CH2:8][N:7]([C:10]([O:12][C:13]([CH3:16])([CH3:15])[CH3:14])=[O:11])[CH2:6][CH2:5]1)[CH3:3].Br[C:18]1[CH:23]=[CH:22][CH:21]=[C:20]([C:24]([F:27])([F:26])[F:25])[N:19]=1.C([O-])([O-])=O.[Cs+].[Cs+], predict the reaction product. The product is: [F:25][C:24]([F:27])([F:26])[C:20]1[N:19]=[C:18]([S:1][CH:2]([CH:4]2[CH2:5][CH2:6][N:7]([C:10]([O:12][C:13]([CH3:15])([CH3:14])[CH3:16])=[O:11])[CH2:8][CH2:9]2)[CH3:3])[CH:23]=[CH:22][CH:21]=1. (5) Given the reactants [CH3:1][CH2:2][N:3]=C=NCCCN(C)C.CCN(CC)CC.[C:19]12([C:29](=[O:41])[CH2:30][O:31][C:32]3[CH:40]=[CH:39][C:35]([C:36]([OH:38])=O)=[CH:34][CH:33]=3)[CH2:28][CH:23]3[CH2:24][CH:25]([CH2:27][CH:21]([CH2:22]3)[CH2:20]1)[CH2:26]2.C(N)C, predict the reaction product. The product is: [C:19]12([C:29](=[O:41])[CH2:30][O:31][C:32]3[CH:40]=[CH:39][C:35]([C:36]([NH:3][CH2:2][CH3:1])=[O:38])=[CH:34][CH:33]=3)[CH2:28][CH:23]3[CH2:22][CH:21]([CH2:27][CH:25]([CH2:24]3)[CH2:26]1)[CH2:20]2. (6) The product is: [NH2:1][C:2]1[C:3]([C:15]([NH:17][CH3:18])=[O:16])=[N:4][C:5]([C:8]2[CH:13]=[CH:12][CH:11]=[C:10]([O:14][CH2:26][CH2:25][Br:24])[CH:9]=2)=[CH:6][N:7]=1. Given the reactants [NH2:1][C:2]1[C:3]([C:15]([NH:17][CH3:18])=[O:16])=[N:4][C:5]([C:8]2[CH:13]=[CH:12][CH:11]=[C:10]([OH:14])[CH:9]=2)=[CH:6][N:7]=1.CN(C=O)C.[Br:24][CH2:25][CH2:26]Br.C(=O)([O-])[O-].[Cs+].[Cs+], predict the reaction product.